Dataset: Full USPTO retrosynthesis dataset with 1.9M reactions from patents (1976-2016). Task: Predict the reactants needed to synthesize the given product. Given the product [O:19]=[C:11]1[CH:10]=[C:9]([CH2:8][N:7]([C:1]2[CH:2]=[CH:3][CH:4]=[CH:5][CH:6]=2)[C:20](=[O:27])[C:21]2[CH:26]=[CH:25][CH:24]=[CH:23][CH:22]=2)[C:18]2[C:13](=[CH:14][CH:15]=[CH:16][CH:17]=2)[NH:12]1, predict the reactants needed to synthesize it. The reactants are: [C:1]1([NH:7][CH2:8][C:9]2[C:18]3[C:13](=[CH:14][CH:15]=[CH:16][CH:17]=3)[NH:12][C:11](=[O:19])[CH:10]=2)[CH:6]=[CH:5][CH:4]=[CH:3][CH:2]=1.[C:20](Cl)(=[O:27])[C:21]1[CH:26]=[CH:25][CH:24]=[CH:23][CH:22]=1.